Task: Predict which catalyst facilitates the given reaction.. Dataset: Catalyst prediction with 721,799 reactions and 888 catalyst types from USPTO (1) Reactant: [O:1]1[CH2:6][CH2:5][CH2:4][CH2:3][CH:2]1[O:7][CH2:8][C:9]1[C:17]2[C:12](=[CH:13][CH:14]=[C:15]([CH2:18][OH:19])[CH:16]=2)[NH:11][N:10]=1.O. Product: [O:1]1[CH2:6][CH2:5][CH2:4][CH2:3][CH:2]1[O:7][CH2:8][C:9]1[C:17]2[C:12](=[CH:13][CH:14]=[C:15]([CH:18]=[O:19])[CH:16]=2)[NH:11][N:10]=1. The catalyst class is: 16. (2) Reactant: [O:1]=[C:2]1[N:10]([CH2:11][CH2:12][CH3:13])[C:9]2[N:8]=[C:7]([C:14]3[CH2:20][CH:19]4[CH:21]([C:22]([OH:24])=[O:23])[CH:16]([CH2:17][CH2:18]4)[CH:15]=3)[NH:6][C:5]=2[C:4](=[O:25])[N:3]1[CH2:26][CH2:27][CH3:28]. The catalyst class is: 78. Product: [O:1]=[C:2]1[N:10]([CH2:11][CH2:12][CH3:13])[C:9]2[N:8]=[C:7]([CH:14]3[CH2:20][CH:19]4[CH:21]([C:22]([OH:24])=[O:23])[CH:16]([CH2:17][CH2:18]4)[CH2:15]3)[NH:6][C:5]=2[C:4](=[O:25])[N:3]1[CH2:26][CH2:27][CH3:28]. (3) Reactant: [C:1]([NH:8][C@@H:9]([CH2:13][C:14]1[CH:21]=[C:19]([OH:20])[C:17]([OH:18])=[CH:16][CH:15]=1)[C:10]([OH:12])=[O:11])([O:3][C:4]([CH3:7])([CH3:6])[CH3:5])=[O:2].[C:22](=O)(ON1C(=O)CCC1=O)[O:23]N1C(=O)CCC1=O.C(N(CC)CC)C. Product: [C:4]([O:3][C:1]([NH:8][C@@H:9]([CH2:13][C:14]1[CH:15]=[CH:16][C:17]2[O:18][C:22](=[O:23])[O:20][C:19]=2[CH:21]=1)[C:10]([OH:12])=[O:11])=[O:2])([CH3:6])([CH3:7])[CH3:5]. The catalyst class is: 4. (4) Reactant: [C:1]([O:5][C:6](=[O:25])[N:7]([CH2:15][CH2:16][C:17]1[CH:22]=[CH:21][C:20]([CH:23]=O)=[CH:19][CH:18]=1)[CH2:8][CH2:9][CH2:10][CH2:11][CH2:12][CH2:13][CH3:14])([CH3:4])([CH3:3])[CH3:2].Cl[CH2:27][C:28]([O:30][CH2:31][CH3:32])=[O:29].[H-].[Na+].C([O-])=[O:36].[NH4+]. Product: [CH2:31]([O:30][C:28](=[O:29])[CH:27]([OH:36])[CH2:23][C:20]1[CH:21]=[CH:22][C:17]([CH2:16][CH2:15][N:7]([C:6]([O:5][C:1]([CH3:4])([CH3:3])[CH3:2])=[O:25])[CH2:8][CH2:9][CH2:10][CH2:11][CH2:12][CH2:13][CH3:14])=[CH:18][CH:19]=1)[CH3:32]. The catalyst class is: 312. (5) Reactant: C(OC(=O)O[C@H:6]1[CH2:10][C@@H:9]([N:11]2[CH:19]=[N:18][C:17]3[C:12]2=[N:13][C:14]([Cl:21])=[N:15][C:16]=3[Cl:20])[CH:8]=[CH:7]1)C.[CH2:23]([C:25]1[N:26]=[N:27][NH:28][N:29]=1)[CH3:24].C1(P(C2C=CC=CC=2)C2C=CC=CC=2)C=CC=CC=1. Product: [Cl:21][C:14]1[N:13]=[C:12]2[C:17]([N:18]=[CH:19][N:11]2[C@@H:9]2[CH2:10][C@H:6]([N:27]3[N:28]=[N:29][C:25]([CH2:23][CH3:24])=[N:26]3)[CH:7]=[CH:8]2)=[C:16]([Cl:20])[N:15]=1. The catalyst class is: 110. (6) Reactant: [CH:1]1([NH:5][S:6]([C:9]2[CH:10]=[C:11]3[C:16](=[CH:17][CH:18]=2)[NH:15][CH:14]([C:19]2[CH:24]=[CH:23][CH:22]=[C:21](Br)[CH:20]=2)[CH2:13][C:12]3([CH3:27])[CH3:26])(=[O:8])=[O:7])[CH2:4][CH2:3][CH2:2]1.[NH2:28][C:29]1([C:32]([OH:34])=[O:33])[CH2:31][CH2:30]1.C(=O)([O-])[O-].[K+].[K+]. Product: [CH:1]1([NH:5][S:6]([C:9]2[CH:10]=[C:11]3[C:16](=[CH:17][CH:18]=2)[NH:15][CH:14]([C:19]2[CH:20]=[C:21]([NH:28][C:29]4([C:32]([OH:34])=[O:33])[CH2:31][CH2:30]4)[CH:22]=[CH:23][CH:24]=2)[CH2:13][C:12]3([CH3:27])[CH3:26])(=[O:8])=[O:7])[CH2:4][CH2:3][CH2:2]1. The catalyst class is: 156. (7) Reactant: [Cl:1][C:2]1[CH:3]=[C:4]([CH:8]2[C:12]([C:19]#[N:20])([C:13]3[CH:14]=[N:15][CH:16]=[CH:17][CH:18]=3)[CH:11]([CH2:21][C:22]([CH3:25])([CH3:24])[CH3:23])[NH:10][CH:9]2[C:26](O)=[O:27])[CH:5]=[CH:6][CH:7]=1.CC1(C)[O:34][C@@H:33]([CH2:35][CH2:36][NH2:37])[CH2:32][O:31]1.CN(C(ON1N=NC2C=CC=NC1=2)=[N+](C)C)C.F[P-](F)(F)(F)(F)F.CCN(C(C)C)C(C)C. Product: [OH:34][C@H:33]([CH2:32][OH:31])[CH2:35][CH2:36][NH:37][C:26]([CH:9]1[CH:8]([C:4]2[CH:5]=[CH:6][CH:7]=[C:2]([Cl:1])[CH:3]=2)[C:12]([C:19]#[N:20])([C:13]2[CH:14]=[N:15][CH:16]=[CH:17][CH:18]=2)[CH:11]([CH2:21][C:22]([CH3:25])([CH3:23])[CH3:24])[NH:10]1)=[O:27]. The catalyst class is: 2.